This data is from Forward reaction prediction with 1.9M reactions from USPTO patents (1976-2016). The task is: Predict the product of the given reaction. (1) Given the reactants [C:1]1([N:7]2[C:11]([NH2:12])=[C:10]3[CH2:13][CH2:14][CH2:15][C:9]3=[N:8]2)[CH:6]=[CH:5][CH:4]=[CH:3][CH:2]=1.N1([C:21](N2C=CN=C2)=[S:22])C=CN=C1.CCN(C(C)C)C(C)C.[CH3:37][O:38][CH2:39][CH2:40][N:41]1[CH2:45][C@@H:44]([C:46]2[CH:51]=[CH:50][CH:49]=[CH:48][CH:47]=2)[C@H:43]([NH2:52])[CH2:42]1, predict the reaction product. The product is: [CH3:37][O:38][CH2:39][CH2:40][N:41]1[CH2:45][C@@H:44]([C:46]2[CH:51]=[CH:50][CH:49]=[CH:48][CH:47]=2)[C@H:43]([NH:52][C:21]([NH:12][C:11]2[N:7]([C:1]3[CH:2]=[CH:3][CH:4]=[CH:5][CH:6]=3)[N:8]=[C:9]3[CH2:15][CH2:14][CH2:13][C:10]=23)=[S:22])[CH2:42]1. (2) Given the reactants [NH2:1][C:2]1[N:3]=[CH:4][C:5]([C:8]2[C:9]([F:19])=[C:10]([OH:18])[C:11]([CH:14]3[CH2:17][CH2:16][CH2:15]3)=[CH:12][CH:13]=2)=[N:6][CH:7]=1.[F:20][C:21]([F:31])([F:30])[C:22]1[CH:29]=[CH:28][C:25]([CH2:26]Br)=[CH:24][CH:23]=1.[OH-].[K+].CS(C)=O, predict the reaction product. The product is: [CH:14]1([C:11]2[CH:12]=[CH:13][C:8]([C:5]3[N:6]=[CH:7][C:2]([NH2:1])=[N:3][CH:4]=3)=[C:9]([F:19])[C:10]=2[O:18][CH2:26][C:25]2[CH:24]=[CH:23][C:22]([C:21]([F:20])([F:30])[F:31])=[CH:29][CH:28]=2)[CH2:15][CH2:16][CH2:17]1. (3) Given the reactants C12N(C3C=NC4C(=CC=CC=4)N=3)CC1CCNC2.C(OC([N:26]1[CH2:33][CH2:32][CH:31]2[CH:28]([NH:29][CH2:30]2)[CH2:27]1)=O)(C)(C)C.Cl[C:35]1[CH:40]=[C:39]([CH3:41])[N:38]=[C:37]([N:42]([CH3:44])[CH3:43])[N:36]=1.ClC1C=NC2C(=CC=CC=2)N=1, predict the reaction product. The product is: [CH:28]12[N:29]([C:35]3[CH:40]=[C:39]([CH3:41])[N:38]=[C:37]([N:42]([CH3:44])[CH3:43])[N:36]=3)[CH2:30][CH:31]1[CH2:32][CH2:33][NH:26][CH2:27]2.